Dataset: Catalyst prediction with 721,799 reactions and 888 catalyst types from USPTO. Task: Predict which catalyst facilitates the given reaction. (1) Product: [F:31][CH:2]([F:1])[N:3]1[N:19]=[CH:18][C:17]2[NH:16][C:15](=[O:20])[C@@H:14]([CH3:21])[CH2:13][CH2:12][CH2:11][C@H:10]([NH:22][C:23](=[O:29])[O:24][C:25]([CH3:26])([CH3:27])[CH3:28])[C:9]3[CH:30]=[C:5]([CH:6]=[CH:7][N:8]=3)[C:4]1=2. The catalyst class is: 50. Reactant: [F:1][CH:2]([F:31])[N:3]1[N:19]=[CH:18][C:17]2[NH:16][C:15](=[O:20])[C@@H:14]([CH3:21])[CH:13]=[CH:12][CH2:11][C@H:10]([NH:22][C:23](=[O:29])[O:24][C:25]([CH3:28])([CH3:27])[CH3:26])[C:9]3[CH:30]=[C:5]([CH:6]=[CH:7][N:8]=3)[C:4]1=2. (2) Reactant: [OH-:1].[Na+].[C:3]([N:22]1[CH:26]=[C:25]([CH2:27][C:28]#N)[N:24]=[CH:23]1)([C:16]1[CH:21]=[CH:20][CH:19]=[CH:18][CH:17]=1)([C:10]1[CH:15]=[CH:14][CH:13]=[CH:12][CH:11]=1)[C:4]1[CH:9]=[CH:8][CH:7]=[CH:6][CH:5]=1.[OH2:30].Cl. Product: [C:3]([N:22]1[CH:26]=[C:25]([CH2:27][C:28]([OH:30])=[O:1])[N:24]=[CH:23]1)([C:16]1[CH:21]=[CH:20][CH:19]=[CH:18][CH:17]=1)([C:10]1[CH:15]=[CH:14][CH:13]=[CH:12][CH:11]=1)[C:4]1[CH:9]=[CH:8][CH:7]=[CH:6][CH:5]=1. The catalyst class is: 100. (3) Reactant: [Cl:1][C:2]1[CH:3]=[CH:4][C:5]([O:19][CH3:20])=[C:6]([CH:18]=1)[C:7]([NH:9][C:10]1[C:11]([C:15](O)=O)=[N:12][NH:13][CH:14]=1)=[O:8].[CH3:21][O:22][C:23]1[CH:24]=[C:25]([NH2:39])[C:26]([NH2:38])=[CH:27][C:28]=1[O:29][CH2:30]N1CCC(C)CC1.[CH2:40](Cl)CCl.[CH:44]1[CH:45]=[CH:46]C2N(O)N=[N:50][C:48]=2[CH:49]=1. Product: [Cl:1][C:2]1[CH:3]=[CH:4][C:5]([O:19][CH3:20])=[C:6]([CH:18]=1)[C:7]([NH:9][C:10]1[C:11]([C:15]2[NH:39][C:25]3[CH:24]=[C:23]([O:22][CH3:21])[C:28]([O:29][CH2:30][CH:44]4[CH2:49][CH2:48][N:50]([CH3:40])[CH2:46][CH2:45]4)=[CH:27][C:26]=3[N:38]=2)=[N:12][NH:13][CH:14]=1)=[O:8]. The catalyst class is: 3. (4) Reactant: [CH3:1][N:2]1[C:6]([C:7](O)=[O:8])=[CH:5][C:4]([CH3:10])=[N:3]1.C(N(CC)CC)C.C(OC(Cl)=O)C.[N-:24]=[N+:25]=[N-:26].[Na+]. Product: [N:24]([C:7]([C:6]1[N:2]([CH3:1])[N:3]=[C:4]([CH3:10])[CH:5]=1)=[O:8])=[N+:25]=[N-:26]. The catalyst class is: 95. (5) Reactant: [Cl:1][C:2]1[CH:7]=[C:6]([N:8]([CH3:10])[CH3:9])[CH:5]=[CH:4][C:3]=1[C:11]1[S:12][C:13]2[CH:19]([OH:20])[CH2:18][CH2:17][CH2:16][C:14]=2[N:15]=1.[C:21](OC(=O)C)(=[O:23])[CH3:22]. Product: [C:21]([O:20][CH:19]1[C:13]2[S:12][C:11]([C:3]3[CH:4]=[CH:5][C:6]([N:8]([CH3:10])[CH3:9])=[CH:7][C:2]=3[Cl:1])=[N:15][C:14]=2[CH2:16][CH2:17][CH2:18]1)(=[O:23])[CH3:22]. The catalyst class is: 143.